This data is from Full USPTO retrosynthesis dataset with 1.9M reactions from patents (1976-2016). The task is: Predict the reactants needed to synthesize the given product. (1) Given the product [C:5]([C:7]1[CH:8]=[CH:9][C:10]([O:13][C:14]([C:16]2([CH2:29][CH2:30][CH2:31][CH2:32][CH3:33])[CH2:24][C:23]3[C:22]([CH3:25])([CH3:26])[CH2:21][CH2:20][C:19]([CH3:27])([CH3:28])[C:18]=3[CH2:17]2)=[O:15])=[CH:11][CH:12]=1)([OH:6])=[O:4], predict the reactants needed to synthesize it. The reactants are: C([O:4][C:5]([C:7]1[CH:12]=[CH:11][C:10]([O:13][C:14]([C:16]2([CH2:29][CH2:30][CH2:31][CH2:32][CH3:33])[CH2:24][C:23]3[C:22]([CH3:26])([CH3:25])[CH2:21][CH2:20][C:19]([CH3:28])([CH3:27])[C:18]=3[CH2:17]2)=[O:15])=[CH:9][CH:8]=1)=[O:6])C=C. (2) Given the product [C:1]1([C:7](=[O:12])[CH2:8][C:9](=[O:11])[CH2:10][CH2:18][CH:17]=[CH2:16])[CH:6]=[CH:5][CH:4]=[CH:3][CH:2]=1, predict the reactants needed to synthesize it. The reactants are: [C:1]1([C:7](=[O:12])[CH2:8][C:9](=[O:11])[CH3:10])[CH:6]=[CH:5][CH:4]=[CH:3][CH:2]=1.[H-].[Na+].[Li+].[CH3:16][CH:17]([N-]C(C)C)[CH3:18].[Li]CCCC.C(NC(C)C)(C)C.BrCC=C. (3) Given the product [F:10][C:11]1[CH:19]=[CH:18][C:14]([C:15]([OH:25])=[O:16])=[CH:13][C:12]=1[N+:20]([O-:22])=[O:21], predict the reactants needed to synthesize it. The reactants are: CCN(C(C)C)C(C)C.[F:10][C:11]1[CH:19]=[CH:18][C:14]([C:15](Cl)=[O:16])=[CH:13][C:12]=1[N+:20]([O-:22])=[O:21].C(OC(=O)C)(=[O:25])C. (4) Given the product [NH2:14][C:9]1[C:8]([CH2:17][CH3:18])=[N:7][N:6]([CH2:5][CH2:4][O:3][CH2:1][CH3:2])[C:10]=1[C:11]([NH2:13])=[O:12], predict the reactants needed to synthesize it. The reactants are: [CH2:1]([O:3][CH2:4][CH2:5][N:6]1[C:10]([C:11]([NH2:13])=[O:12])=[C:9]([N+:14]([O-])=O)[C:8]([CH2:17][CH3:18])=[N:7]1)[CH3:2].[H][H]. (5) The reactants are: CO[CH:3](OC)[CH2:4][C:5](=O)[CH3:6].Cl.[Cl:11][C:12]1[CH:21]=[C:20]([O:22][CH3:23])[C:19]([NH:24][NH2:25])=[CH:18][C:13]=1[C:14]([O:16][CH3:17])=[O:15]. Given the product [Cl:11][C:12]1[CH:21]=[C:20]([O:22][CH3:23])[C:19]([N:24]2[CH:3]=[CH:4][C:5]([CH3:6])=[N:25]2)=[CH:18][C:13]=1[C:14]([O:16][CH3:17])=[O:15].[Cl:11][C:12]1[CH:21]=[C:20]([O:22][CH3:23])[C:19]([N:24]2[C:5]([CH3:6])=[CH:4][CH:3]=[N:25]2)=[CH:18][C:13]=1[C:14]([O:16][CH3:17])=[O:15], predict the reactants needed to synthesize it. (6) Given the product [Cl:3][C:4]1[CH:9]=[CH:8][C:7]([CH2:10][CH2:11][CH2:12][C:13]([OH:15])=[O:14])=[C:6]([OH:17])[C:5]=1[F:18], predict the reactants needed to synthesize it. The reactants are: Cl.O.[Cl:3][C:4]1[CH:9]=[CH:8][C:7]([C:10](=O)[CH2:11][CH2:12][C:13]([OH:15])=[O:14])=[C:6]([OH:17])[C:5]=1[F:18]. (7) Given the product [OH:3][CH2:2][CH2:1][NH:9][C:10]1[CH:11]=[CH:12][C:13]([CH:16]([CH3:21])[C:17]([O:19][CH2:20][CH3:23])=[O:18])=[CH:14][CH:15]=1, predict the reactants needed to synthesize it. The reactants are: [CH2:1]1OC(O)C[O:3][CH:2]1O.[NH2:9][C:10]1[CH:15]=[CH:14][C:13]([CH:16]([CH3:21])[C:17]([O:19][CH3:20])=[O:18])=[CH:12][CH:11]=1.[BH3-][C:23]#N.[Na+]. (8) The reactants are: OC(C(F)(F)F)=O.NC1C(C2C=CC(C(O)=O)=C(F)C=2)=NC(C2CCOCC2)=CN=1.C1C=NC2N(O)N=NC=2C=1.CCN(C(C)C)C(C)C.[N:50]([CH2:53][C@@H:54]([NH:63]C(=O)OC(C)(C)C)[C:55]1[CH:60]=[C:59]([I:61])[CH:58]=[C:57]([F:62])[CH:56]=1)=[N+:51]=[N-:52].[ClH:71]. Given the product [ClH:71].[N:50]([CH2:53][C@H:54]([C:55]1[CH:60]=[C:59]([I:61])[CH:58]=[C:57]([F:62])[CH:56]=1)[NH2:63])=[N+:51]=[N-:52], predict the reactants needed to synthesize it. (9) The reactants are: [C:1]([O:5][C@@H:6]([C:10]1[C:31]([CH3:32])=[CH:30][C:13]2[N:14]=[C:15]([C:17]3[CH:18]=[C:19]4[C:23](=[CH:24]C=3)[N:22]([CH3:26])[N:21]=[C:20]4[CH:27]3[CH2:29]C3)[S:16][C:12]=2[C:11]=1[C:33]1[CH:38]=[CH:37][C:36]([Cl:39])=[CH:35][CH:34]=1)[C:7]([OH:9])=[O:8])([CH3:4])([CH3:3])[CH3:2].BrC1C=CC2C(=C(C)N(C)N=2)C=1. Given the product [C:1]([O:5][C@@H:6]([C:10]1[C:31]([CH3:32])=[CH:30][C:13]2[N:14]=[C:15]([C:17]3[CH:29]=[CH:27][C:20]4[C:19](=[C:23]([CH3:24])[N:22]([CH3:26])[N:21]=4)[CH:18]=3)[S:16][C:12]=2[C:11]=1[C:33]1[CH:34]=[CH:35][C:36]([Cl:39])=[CH:37][CH:38]=1)[C:7]([OH:9])=[O:8])([CH3:4])([CH3:3])[CH3:2], predict the reactants needed to synthesize it. (10) Given the product [OH:19][CH2:18][C@@H:15]1[CH2:14][N:11]2[CH2:12][CH2:13][NH:8][CH2:9][C@@H:10]2[CH2:17][CH2:16]1, predict the reactants needed to synthesize it. The reactants are: C([N:8]1[CH2:13][CH2:12][N:11]2[CH2:14][C@@H:15]([CH2:18][OH:19])[CH2:16][CH2:17][C@H:10]2[CH2:9]1)(OC(C)(C)C)=O.